From a dataset of Full USPTO retrosynthesis dataset with 1.9M reactions from patents (1976-2016). Predict the reactants needed to synthesize the given product. (1) Given the product [C:1]([O:5][C:6]([CH:8]1[CH2:13][CH2:12][N:11]([C:14]2[N:15]=[C:16]([S:25][CH3:26])[C:17]([C:22]([C:30]([CH2:27][CH2:28][CH3:29])([C:31]([O:33][C:34]([CH3:37])([CH3:36])[CH3:35])=[O:32])[C:38]([O:40][C:41]([CH3:44])([CH3:43])[CH3:42])=[O:39])=[O:23])=[CH:18][C:19]=2[C:20]#[N:21])[CH2:10][CH2:9]1)=[O:7])([CH3:4])([CH3:3])[CH3:2], predict the reactants needed to synthesize it. The reactants are: [C:1]([O:5][C:6]([CH:8]1[CH2:13][CH2:12][N:11]([C:14]2[C:19]([C:20]#[N:21])=[CH:18][C:17]([C:22](F)=[O:23])=[C:16]([S:25][CH3:26])[N:15]=2)[CH2:10][CH2:9]1)=[O:7])([CH3:4])([CH3:3])[CH3:2].[CH2:27]([CH:30]([C:38]([O:40][C:41]([CH3:44])([CH3:43])[CH3:42])=[O:39])[C:31]([O:33][C:34]([CH3:37])([CH3:36])[CH3:35])=[O:32])[CH2:28][CH3:29].[O-]OOO[O-].[Na+].[Na+].C(O)(C(F)(F)F)=O. (2) Given the product [CH3:1][NH:2][CH:10]1[CH2:11][N:12]([C:14]2[C:15]3[N:16]([N:25]=[N:26][N:27]=3)[C:17]([C:20]3[S:21][CH:22]=[CH:23][CH:24]=3)=[CH:18][N:19]=2)[CH2:13]1, predict the reactants needed to synthesize it. The reactants are: [CH3:1][N:2]([CH:10]1[CH2:13][N:12]([C:14]2[C:15]3[N:16]([N:25]=[N:26][N:27]=3)[C:17]([C:20]3[S:21][CH:22]=[CH:23][CH:24]=3)=[CH:18][N:19]=2)[CH2:11]1)C(=O)OC(C)(C)C.FC(F)(F)C(O)=O. (3) Given the product [C:49]([O:20][CH2:19][C:14]1[C:13]2[C:9]([O:8][CH2:1][C:2]3[CH:3]=[CH:4][CH:5]=[CH:6][CH:7]=3)=[N:10][N:11]([C:21]([C:28]3[CH:29]=[CH:30][CH:31]=[CH:32][CH:33]=3)([C:22]3[CH:27]=[CH:26][CH:25]=[CH:24][CH:23]=3)[C:34]3[CH:39]=[CH:38][CH:37]=[CH:36][CH:35]=3)[C:12]=2[CH:17]=[C:16]([Cl:18])[N:15]=1)(=[O:50])[CH3:51], predict the reactants needed to synthesize it. The reactants are: [CH2:1]([O:8][C:9]1[C:13]2[C:14]([CH2:19][OH:20])=[N:15][C:16]([Cl:18])=[CH:17][C:12]=2[N:11]([C:21]([C:34]2[CH:39]=[CH:38][CH:37]=[CH:36][CH:35]=2)([C:28]2[CH:33]=[CH:32][CH:31]=[CH:30][CH:29]=2)[C:22]2[CH:27]=[CH:26][CH:25]=[CH:24][CH:23]=2)[N:10]=1)[C:2]1[CH:7]=[CH:6][CH:5]=[CH:4][CH:3]=1.CCN(C(C)C)C(C)C.[C:49](Cl)([CH3:51])=[O:50].